Predict which catalyst facilitates the given reaction. From a dataset of Catalyst prediction with 721,799 reactions and 888 catalyst types from USPTO. Reactant: Cl.C[N:3](C)CCCN=C=NCC.O.ON1C2C=CC=CC=2N=N1.C(N(CC)CC)C.[CH3:31][O:32][CH2:33][CH2:34][C:35]([OH:37])=O.[Cl:38][C:39]1[CH:64]=[CH:63][C:42]2[N:43]3[C:47]([CH2:48][NH:49][CH2:50][C:41]=2[CH:40]=1)=[N:46][N:45]=[C:44]3[CH:51]1[CH2:56][CH2:55][N:54]([C:57]2[CH:62]=[CH:61][CH:60]=[CH:59][N:58]=2)[CH2:53][CH2:52]1. Product: [NH3:3].[Cl:38][C:39]1[CH:64]=[CH:63][C:42]2[N:43]3[C:47]([CH2:48][N:49]([C:35](=[O:37])[CH2:34][CH2:33][O:32][CH3:31])[CH2:50][C:41]=2[CH:40]=1)=[N:46][N:45]=[C:44]3[CH:51]1[CH2:52][CH2:53][N:54]([C:57]2[CH:62]=[CH:61][CH:60]=[CH:59][N:58]=2)[CH2:55][CH2:56]1. The catalyst class is: 4.